Predict the reactants needed to synthesize the given product. From a dataset of Full USPTO retrosynthesis dataset with 1.9M reactions from patents (1976-2016). (1) Given the product [Br:22][C:23]1[CH:31]=[C:30]([F:32])[CH:29]=[C:28]2[C:24]=1[C:25]([S:9][C:10]1[CH:11]=[CH:12][C:13]([Cl:16])=[CH:14][CH:15]=1)=[C:26]([C:33]([O:35][CH3:36])=[O:34])[NH:27]2, predict the reactants needed to synthesize it. The reactants are: [Cl:16][C:13]1[CH:14]=[CH:15][C:10]([S:9][S:9][C:10]2[CH:15]=[CH:14][C:13]([Cl:16])=[CH:12][CH:11]=2)=[CH:11][CH:12]=1.S(Cl)(Cl)(=O)=O.[Br:22][C:23]1[CH:31]=[C:30]([F:32])[CH:29]=[C:28]2[C:24]=1[CH:25]=[C:26]([C:33]([O:35][CH3:36])=[O:34])[NH:27]2.C([O-])(O)=O.[Na+]. (2) Given the product [Cl:1][C:2]1[CH:7]=[C:6]([Cl:8])[CH:5]=[C:4]([Cl:9])[C:3]=1[NH:10][C:11]1[S:12][C:15]([C:16]([O:18][CH3:19])=[O:17])=[C:20]([CH2:21][CH3:22])[N:13]=1, predict the reactants needed to synthesize it. The reactants are: [Cl:1][C:2]1[CH:7]=[C:6]([Cl:8])[CH:5]=[C:4]([Cl:9])[C:3]=1[NH:10][C:11]([NH2:13])=[S:12].Cl[CH:15]([C:20](=O)[CH2:21][CH3:22])[C:16]([O:18][CH3:19])=[O:17]. (3) Given the product [F:11][C:9]1[CH:8]=[CH:7][C:5]2[N:6]=[C:2]([N:19]3[CH2:23][CH2:22][CH:21]([CH2:24][O:25][C:26]4[CH:31]=[CH:30][CH:29]=[CH:28][C:27]=4[NH:32][S:33]([C:36]4[CH:41]=[CH:40][CH:39]=[CH:38][N:37]=4)(=[O:34])=[O:35])[CH2:20]3)[S:3][C:4]=2[CH:10]=1, predict the reactants needed to synthesize it. The reactants are: Cl[C:2]1[S:3][C:4]2[CH:10]=[C:9]([F:11])[CH:8]=[CH:7][C:5]=2[N:6]=1.FC(F)(F)C(O)=O.[NH:19]1[CH2:23][CH2:22][CH:21]([CH2:24][O:25][C:26]2[CH:31]=[CH:30][CH:29]=[CH:28][C:27]=2[NH:32][S:33]([C:36]2[CH:41]=[CH:40][CH:39]=[CH:38][N:37]=2)(=[O:35])=[O:34])[CH2:20]1. (4) The reactants are: [C@@H:1]1([NH2:7])[CH2:5][CH2:4][CH2:3][C@@H:2]1[NH2:6].C(N(CC)CC)C.[Cl:15][C:16]1[CH:17]=[C:18]2[C:22](=[CH:23][CH:24]=1)[N:21]([S:25]([C:28]1[CH:33]=[CH:32][CH:31]=[CH:30][CH:29]=1)(=[O:27])=[O:26])[C:20]([S:34](Cl)(=[O:36])=[O:35])=[CH:19]2.O. Given the product [Cl:15][C:16]1[CH:17]=[C:18]2[C:22](=[CH:23][CH:24]=1)[N:21]([S:25]([C:28]1[CH:33]=[CH:32][CH:31]=[CH:30][CH:29]=1)(=[O:26])=[O:27])[C:20]([S:34]([NH:6][C@@H:2]1[CH2:3][CH2:4][CH2:5][C@@H:1]1[NH2:7])(=[O:36])=[O:35])=[CH:19]2, predict the reactants needed to synthesize it. (5) Given the product [C@@H:46]1([NH:45][C:2]2[N:10]=[CH:9][N:8]=[C:7]3[C:3]=2[N:4]=[CH:5][N:6]3[C@@H:11]2[O:21][C@H:20]3[C@@H:13]([O:14][Si:15]([CH:31]([CH3:33])[CH3:32])([CH:28]([CH3:30])[CH3:29])[O:16][Si:17]([CH:25]([CH3:27])[CH3:26])([CH:22]([CH3:24])[CH3:23])[O:18][CH2:19]3)[C@@H:12]2[O:34][CH3:35])[C:54]2[C:49](=[CH:50][CH:51]=[CH:52][CH:53]=2)[CH2:48][CH2:47]1, predict the reactants needed to synthesize it. The reactants are: Cl[C:2]1[N:10]=[CH:9][N:8]=[C:7]2[C:3]=1[N:4]=[CH:5][N:6]2[C@@H:11]1[O:21][C@H:20]2[C@@H:13]([O:14][Si:15]([CH:31]([CH3:33])[CH3:32])([CH:28]([CH3:30])[CH3:29])[O:16][Si:17]([CH:25]([CH3:27])[CH3:26])([CH:22]([CH3:24])[CH3:23])[O:18][CH2:19]2)[C@@H:12]1[O:34][CH3:35].C(N(C(C)C)CC)(C)C.[NH2:45][C@@H:46]1[C:54]2[C:49](=[CH:50][CH:51]=[CH:52][CH:53]=2)[CH2:48][CH2:47]1. (6) Given the product [S:1]1[CH:5]=[C:4]([CH2:6][CH2:7][NH2:8])[C:3]2[CH:9]=[CH:10][CH:11]=[CH:12][C:2]1=2, predict the reactants needed to synthesize it. The reactants are: [S:1]1[CH:5]=[C:4]([CH2:6][C:7]#[N:8])[C:3]2[CH:9]=[CH:10][CH:11]=[CH:12][C:2]1=2.[H-].[H-].[H-].[H-].[Li+].[Al+3].